From a dataset of Reaction yield outcomes from USPTO patents with 853,638 reactions. Predict the reaction yield, written as a fraction of the theoretical maximum amount of product (1.0 means a 100% yield; for example, 0.34 means a 34% yield). (1) The reactants are [C:1]1([C:7]#[C:8][C:9]2[CH:28]=[CH:27][C:12]([CH2:13][NH:14][C:15]([C:17]3[CH:18]=[C:19]4[C:24](=[CH:25][CH:26]=3)[N:23]=[CH:22][CH:21]=[CH:20]4)=[O:16])=[CH:11][CH:10]=2)[CH:6]=[CH:5][CH:4]=[CH:3][CH:2]=1.N1C2C(=CC=CC=2)C=CC=1. The catalyst is [Pd].CC([O-])=O.CC([O-])=O.[Pb+2].O1CCCC1. The product is [CH:8](/[C:9]1[CH:28]=[CH:27][C:12]([CH2:13][NH:14][C:15]([C:17]2[CH:18]=[C:19]3[C:24](=[CH:25][CH:26]=2)[N:23]=[CH:22][CH:21]=[CH:20]3)=[O:16])=[CH:11][CH:10]=1)=[CH:7]/[C:1]1[CH:2]=[CH:3][CH:4]=[CH:5][CH:6]=1. The yield is 0.920. (2) The catalyst is C1(C)C=CC=CC=1. The yield is 0.900. The reactants are O.[F:2][C:3]1[CH:8]=[CH:7][C:6]([CH2:9][C:10]([OH:12])=O)=[CH:5][CH:4]=1.CN(C)C=O.C(Cl)(=O)C([Cl:21])=O. The product is [F:2][C:3]1[CH:8]=[CH:7][C:6]([CH2:9][C:10]([Cl:21])=[O:12])=[CH:5][CH:4]=1. (3) The reactants are [CH3:1][O:2][C:3]1[CH:11]=[C:10]2[C:6]([CH2:7][CH2:8][C:9]2=[O:12])=[CH:5][CH:4]=1.[N-:13]=[N+]=[N-].[Na+].CS(O)(=O)=O.O. The catalyst is C(Cl)(Cl)Cl. The product is [CH3:1][O:2][C:3]1[CH:11]=[C:10]2[C:6]([CH2:7][CH2:8][NH:13][C:9]2=[O:12])=[CH:5][CH:4]=1. The yield is 0.630. (4) The reactants are [OH-].[Na+].[F:3][CH2:4][CH2:5][N:6]1[CH2:10][CH2:9][C@H:8]([O:11]C(=O)C)[CH2:7]1. The catalyst is CO. The product is [F:3][CH2:4][CH2:5][N:6]1[CH2:10][CH2:9][C@H:8]([OH:11])[CH2:7]1. The yield is 0.350. (5) The reactants are [N:1]1[CH:6]=[CH:5][CH:4]=[CH:3][C:2]=1[N:7]1[CH2:12][CH2:11][NH:10][CH2:9][CH2:8]1.[F:13][C:14]1[CH:19]=[CH:18][C:17]([NH:20][C:21](=[O:24])[CH2:22]Cl)=[CH:16][CH:15]=1.C(=O)([O-])[O-].[Na+].[Na+]. The catalyst is CN(C)C=O.O. The product is [F:13][C:14]1[CH:15]=[CH:16][C:17]([NH:20][C:21](=[O:24])[CH2:22][N:10]2[CH2:9][CH2:8][N:7]([C:2]3[CH:3]=[CH:4][CH:5]=[CH:6][N:1]=3)[CH2:12][CH2:11]2)=[CH:18][CH:19]=1. The yield is 0.950.